This data is from Reaction yield outcomes from USPTO patents with 853,638 reactions. The task is: Predict the reaction yield, written as a fraction of the theoretical maximum amount of product (1.0 means a 100% yield; for example, 0.34 means a 34% yield). The product is [N:12]1([C:2]([O:4][CH2:5][C:6]2[CH:11]=[CH:10][CH:9]=[CH:8][CH:7]=2)=[O:3])[CH2:22][CH2:21][CH:15]([C:16]([O:18][CH2:19][CH3:20])=[O:17])[CH2:14][CH2:13]1. The reactants are Cl[C:2]([O:4][CH2:5][C:6]1[CH:11]=[CH:10][CH:9]=[CH:8][CH:7]=1)=[O:3].[NH:12]1[CH2:22][CH2:21][CH:15]([C:16]([O:18][CH2:19][CH3:20])=[O:17])[CH2:14][CH2:13]1.C(N(CC)CC)C. The catalyst is C(Cl)(Cl)Cl. The yield is 0.660.